From a dataset of Catalyst prediction with 721,799 reactions and 888 catalyst types from USPTO. Predict which catalyst facilitates the given reaction. (1) Reactant: CCN=C=NCCCN(C)C.Cl.C1C=CC2N(O)N=NC=2C=1.[CH3:23][C:24]1([CH3:38])[C:28]([CH3:30])([CH3:29])[O:27][B:26]([C:31]2[CH:37]=[CH:36][C:34]([NH2:35])=[CH:33][CH:32]=2)[O:25]1.[CH2:39]([N:46]1[CH:51]=[C:50]([C:52]2[CH:57]=[CH:56][C:55]([F:58])=[CH:54][CH:53]=2)[C:49](=[O:59])[C:48]([C:60](O)=[O:61])=[CH:47]1)[C:40]1[CH:45]=[CH:44][CH:43]=[CH:42][CH:41]=1. Product: [CH2:39]([N:46]1[CH:51]=[C:50]([C:52]2[CH:53]=[CH:54][C:55]([F:58])=[CH:56][CH:57]=2)[C:49](=[O:59])[C:48]([C:60]([NH:35][C:34]2[CH:36]=[CH:37][C:31]([B:26]3[O:25][C:24]([CH3:38])([CH3:23])[C:28]([CH3:29])([CH3:30])[O:27]3)=[CH:32][CH:33]=2)=[O:61])=[CH:47]1)[C:40]1[CH:45]=[CH:44][CH:43]=[CH:42][CH:41]=1. The catalyst class is: 18. (2) Reactant: [N:1]1([CH2:7][CH2:8][CH2:9][C:10]([O:12]CC)=[O:11])[CH2:6][CH2:5][CH2:4][CH2:3][CH2:2]1.Cl.C([O-])(O)=O.[Na+:20]. Product: [N:1]1([CH2:7][CH2:8][CH2:9][C:10]([O-:12])=[O:11])[CH2:6][CH2:5][CH2:4][CH2:3][CH2:2]1.[Na+:20]. The catalyst class is: 12. (3) Reactant: [CH3:1][O:2][C:3]1[CH:4]=[C:5]([NH:11][C:12](=O)[CH2:13][C:14]2[CH:19]=[CH:18][C:17]([C:20]([F:23])([F:22])[F:21])=[CH:16][CH:15]=2)[CH:6]=[CH:7][C:8]=1[O:9][CH3:10].B.O1CCCC1. Product: [CH3:1][O:2][C:3]1[CH:4]=[C:5]([NH:11][CH2:12][CH2:13][C:14]2[CH:19]=[CH:18][C:17]([C:20]([F:21])([F:23])[F:22])=[CH:16][CH:15]=2)[CH:6]=[CH:7][C:8]=1[O:9][CH3:10]. The catalyst class is: 1. (4) Product: [C:38]([C:37]1[CH:40]=[C:33]([C:31]2[S:32][C:28]([C:9]3[CH:18]=[CH:17][CH:16]=[C:15]4[C:10]=3[CH2:11][CH2:12][N:13]([C:19]([O:21][C:22]([CH3:23])([CH3:24])[CH3:25])=[O:20])[CH2:14]4)=[N:29][N:30]=2)[CH:34]=[CH:35][C:36]=1[O:41][CH:42]([CH3:44])[CH3:43])#[N:39]. The catalyst class is: 600. Reactant: CC1(C)C(C)(C)OB([C:9]2[CH:18]=[CH:17][CH:16]=[C:15]3[C:10]=2[CH2:11][CH2:12][N:13]([C:19]([O:21][C:22]([CH3:25])([CH3:24])[CH3:23])=[O:20])[CH2:14]3)O1.Br[C:28]1[S:32][C:31]([C:33]2[CH:34]=[CH:35][C:36]([O:41][CH:42]([CH3:44])[CH3:43])=[C:37]([CH:40]=2)[C:38]#[N:39])=[N:30][N:29]=1.C([O-])([O-])=O.[Na+].[Na+]. (5) Reactant: [C:1]([N:6]1[CH2:11][CH2:10][CH2:9][CH2:8][C@@H:7]1[CH2:12][O:13][C:14]1[CH:21]=[CH:20][CH:19]=[C:18]([N+:22]([O-])=O)[C:15]=1[C:16]#[N:17])(=[O:5])[CH2:2][CH2:3][CH3:4].[H][H]. Product: [NH2:22][C:18]1[CH:19]=[CH:20][CH:21]=[C:14]([O:13][CH2:12][C@H:7]2[CH2:8][CH2:9][CH2:10][CH2:11][N:6]2[C:1](=[O:5])[CH2:2][CH2:3][CH3:4])[C:15]=1[C:16]#[N:17]. The catalyst class is: 29. (6) Reactant: Br[C:2]1[CH:3]=[C:4]([NH:8][C:9]([N:11]2[CH2:16][CH2:15][N:14]([C:17](=[O:25])[C:18]3[CH:23]=[CH:22][CH:21]=[C:20]([F:24])[CH:19]=3)[CH2:13][CH2:12]2)=[O:10])[CH:5]=[CH:6][CH:7]=1.CC([O-])(C)C.[Na+].[C:32]1([NH2:38])[CH:37]=[CH:36][CH:35]=[CH:34][CH:33]=1.C1(P(C2CCCCC2)C2C=CC=CC=2C2C=CC=CC=2N(C)C)CCCCC1. Product: [C:32]1([NH:38][C:2]2[CH:3]=[C:4]([NH:8][C:9]([N:11]3[CH2:16][CH2:15][N:14]([C:17](=[O:25])[C:18]4[CH:23]=[CH:22][CH:21]=[C:20]([F:24])[CH:19]=4)[CH2:13][CH2:12]3)=[O:10])[CH:5]=[CH:6][CH:7]=2)[CH:37]=[CH:36][CH:35]=[CH:34][CH:33]=1. The catalyst class is: 102. (7) Reactant: [Mg].Br[C:3]1[CH:8]=[CH:7][C:6]([Br:9])=[CH:5][CH:4]=1.[CH3:10][C:11]([N:15]1[CH2:20][CH2:19][O:18][CH2:17][CH2:16]1)(C)[C:12]#N. Product: [Br:9][C:6]1[CH:7]=[CH:8][C:3]([C:11]([N:15]2[CH2:20][CH2:19][O:18][CH2:17][CH2:16]2)([CH3:12])[CH3:10])=[CH:4][CH:5]=1. The catalyst class is: 1.